This data is from Forward reaction prediction with 1.9M reactions from USPTO patents (1976-2016). The task is: Predict the product of the given reaction. Given the reactants [O:1]=[C:2]1[N:10]([CH2:11][CH2:12][CH3:13])[C:9]2[N:8]=[C:7]([C:14]3[CH2:20][CH:19]4[CH:21](C(O)=O)[CH:16]([CH2:17][CH2:18]4)[CH:15]=3)[NH:6][C:5]=2[C:4](=[O:25])[N:3]1[CH2:26][CH2:27][CH3:28].C([O-])(O)=[O:30].[Na+], predict the reaction product. The product is: [O:30]=[C:21]1[CH:16]2[CH2:17][CH2:18][CH:19]1[CH2:20][CH:14]([C:7]1[NH:6][C:5]3[C:4](=[O:25])[N:3]([CH2:26][CH2:27][CH3:28])[C:2](=[O:1])[N:10]([CH2:11][CH2:12][CH3:13])[C:9]=3[N:8]=1)[CH2:15]2.